Task: Predict the reactants needed to synthesize the given product.. Dataset: Full USPTO retrosynthesis dataset with 1.9M reactions from patents (1976-2016) (1) Given the product [I:1][C:2]1[O:3][C:4]([C:7]2[CH:8]=[N:13][CH:14]=[CH:11][CH:12]=2)=[CH:5][N:6]=1, predict the reactants needed to synthesize it. The reactants are: [I:1][C:2]1[O:3][C:4]([C:7]2[CH:12]=[CH:11]N=C[CH:8]=2)=[CH:5][N:6]=1.[N:13]1C=CC=C(C2OC=NC=2)[CH:14]=1. (2) Given the product [C:13]([O:17][C:18]([N:20]1[CH2:21][CH2:22][C:23]2([O:26][CH2:1]2)[CH2:24][CH2:25]1)=[O:19])([CH3:16])([CH3:14])[CH3:15], predict the reactants needed to synthesize it. The reactants are: [CH3:1]C(C)([O-])C.[K+].[I-].C[S+](C)(C)=O.[C:13]([O:17][C:18]([N:20]1[CH2:25][CH2:24][C:23](=[O:26])[CH2:22][CH2:21]1)=[O:19])([CH3:16])([CH3:15])[CH3:14].CC(OC)(C)C.